From a dataset of Forward reaction prediction with 1.9M reactions from USPTO patents (1976-2016). Predict the product of the given reaction. (1) Given the reactants C([O:8][C@H:9]1[C@@H:14]([O:15]CC2C=CC=CC=2)[C@H:13]([O:23]CC2C=CC=CC=2)[C@@H:12]([CH2:31][O:32]CC2C=CC=CC=2)[O:11][C@:10]21[CH2:48][CH2:47][C:46]1[C:41](=[CH:42][CH:43]=[C:44]([O:49][CH3:50])[CH:45]=1)[O:40]2)C1C=CC=CC=1.CC(O)=O, predict the reaction product. The product is: [OH:32][CH2:31][C@H:12]1[O:11][C@@:10]2([CH2:48][CH2:47][C:46]3[C:41](=[CH:42][CH:43]=[C:44]([O:49][CH3:50])[CH:45]=3)[O:40]2)[C@@H:9]([OH:8])[C@@H:14]([OH:15])[C@@H:13]1[OH:23]. (2) Given the reactants [F:1][C:2]([F:25])([F:24])[C:3]1[CH:19]=[C:18]([C:20]([F:23])([F:22])[F:21])[CH:17]=[CH:16][C:4]=1[CH2:5][N:6]1[CH2:11][CH2:10][CH:9]([C:12](O)=[O:13])[CH2:8][C:7]1=[O:15].C(N(CC)CC)C.ClC(OCC)=O.[BH4-].[Na+], predict the reaction product. The product is: [F:25][C:2]([F:1])([F:24])[C:3]1[CH:19]=[C:18]([C:20]([F:23])([F:22])[F:21])[CH:17]=[CH:16][C:4]=1[CH2:5][N:6]1[CH2:11][CH2:10][CH:9]([CH2:12][OH:13])[CH2:8][C:7]1=[O:15].